Task: Regression. Given two drug SMILES strings and cell line genomic features, predict the synergy score measuring deviation from expected non-interaction effect.. Dataset: NCI-60 drug combinations with 297,098 pairs across 59 cell lines (1) Synergy scores: CSS=23.5, Synergy_ZIP=-1.59, Synergy_Bliss=1.53, Synergy_Loewe=-18.6, Synergy_HSA=2.28. Drug 2: C1CCC(C(C1)N)N.C(=O)(C(=O)[O-])[O-].[Pt+4]. Cell line: SNB-19. Drug 1: CC12CCC(CC1=CCC3C2CCC4(C3CC=C4C5=CN=CC=C5)C)O. (2) Drug 1: CC1=C(C=C(C=C1)NC(=O)C2=CC=C(C=C2)CN3CCN(CC3)C)NC4=NC=CC(=N4)C5=CN=CC=C5. Drug 2: CS(=O)(=O)OCCCCOS(=O)(=O)C. Cell line: RXF 393. Synergy scores: CSS=0.0365, Synergy_ZIP=-0.760, Synergy_Bliss=-0.587, Synergy_Loewe=-5.37, Synergy_HSA=-2.56. (3) Drug 1: C1CC(=O)NC(=O)C1N2CC3=C(C2=O)C=CC=C3N. Drug 2: CC1C(C(CC(O1)OC2CC(CC3=C2C(=C4C(=C3O)C(=O)C5=CC=CC=C5C4=O)O)(C(=O)C)O)N)O. Cell line: UO-31. Synergy scores: CSS=48.5, Synergy_ZIP=0.965, Synergy_Bliss=3.08, Synergy_Loewe=-17.8, Synergy_HSA=2.23. (4) Drug 1: C1C(C(OC1N2C=NC3=C(N=C(N=C32)Cl)N)CO)O. Drug 2: CCCCC(=O)OCC(=O)C1(CC(C2=C(C1)C(=C3C(=C2O)C(=O)C4=C(C3=O)C=CC=C4OC)O)OC5CC(C(C(O5)C)O)NC(=O)C(F)(F)F)O. Cell line: MCF7. Synergy scores: CSS=22.4, Synergy_ZIP=-3.29, Synergy_Bliss=-3.20, Synergy_Loewe=-5.38, Synergy_HSA=-3.25. (5) Drug 1: C1CN1C2=NC(=NC(=N2)N3CC3)N4CC4. Drug 2: CC1C(C(CC(O1)OC2CC(CC3=C2C(=C4C(=C3O)C(=O)C5=C(C4=O)C(=CC=C5)OC)O)(C(=O)C)O)N)O.Cl. Cell line: HT29. Synergy scores: CSS=47.8, Synergy_ZIP=-6.24, Synergy_Bliss=-2.23, Synergy_Loewe=-5.38, Synergy_HSA=0.182. (6) Drug 1: CN(C)C1=NC(=NC(=N1)N(C)C)N(C)C. Drug 2: C1=CN(C=N1)CC(O)(P(=O)(O)O)P(=O)(O)O. Cell line: HCT116. Synergy scores: CSS=18.6, Synergy_ZIP=11.8, Synergy_Bliss=13.3, Synergy_Loewe=17.1, Synergy_HSA=14.0. (7) Drug 1: CC1=C2C(C(=O)C3(C(CC4C(C3C(C(C2(C)C)(CC1OC(=O)C(C(C5=CC=CC=C5)NC(=O)OC(C)(C)C)O)O)OC(=O)C6=CC=CC=C6)(CO4)OC(=O)C)OC)C)OC. Drug 2: C1CC(C1)(C(=O)O)C(=O)O.[NH2-].[NH2-].[Pt+2]. Cell line: ACHN. Synergy scores: CSS=62.3, Synergy_ZIP=1.07, Synergy_Bliss=0.927, Synergy_Loewe=6.06, Synergy_HSA=7.29.